From a dataset of Drug-target binding data from BindingDB using IC50 measurements. Regression. Given a target protein amino acid sequence and a drug SMILES string, predict the binding affinity score between them. We predict pIC50 (pIC50 = -log10(IC50 in M); higher means more potent). Dataset: bindingdb_ic50. (1) The small molecule is O=C(O)c1cnn(-c2nc(NC3CC3)c3cc(C4CCCCC4)ccc3n2)c1. The target protein sequence is KNPFSTGDTDLDLEMLAPYIPMDDDFQLRSFDQLSNGQTKPLPALKLALEYIVPCMNKHGICVVDDFLGKETGQQIGDEVRALHDTGKFTDGQLVSQKSDSSKDIRGDKITWIEGKEPGCETIGLLMSSMDDLIRHCNGKLGSYKINGRTKAMVACYPGNGTGYVRHVDNPNGDGRCVTCIYYLNKDWDAKVSGGILRIFPEGKAQFADIEPKFDRLLFFWSDRRNPHEVQPAYATRYAITVWYFDADERARAKVKYLTGEKGVRVELNKPSDSVGKDVF. The pIC50 is 6.7. (2) The target protein sequence is MKAILVVLLYTFATANADTLCIGYHANNSTDTVDTVLEKNVTVTHSVNLLEDKHNGKLCKLRGVAPLHLGKCNIAGWILGNPECESLSTASSWSYIVETPSSDNGTCYPGDFIDYEELREQLSSVSSFERFEIFPKTSSWPNHDSNKGVTAACPHAGAKSFYKNLIWLVKKGNSYPKLSKSYINDKGKEVLVLWGIHHPSTSADQQSLYQNADTYVFVGSSRYSKKFKPEIAIRPKVRDQEGRMNYYWTLVEPGDKITFEATGNLVVPRYAFAMERNAGSGIIISDTPVHDCNTTCQTPKGAINTSLPFQNIHPITIGKCPKYVKSTKLRLATGLRNIPSIQSRGLFGAIAGFIEGGWTGMVDGWYGYHHQNEQGSGYAADLKSTQNAIDEITNKVNSVIEKMNTQFTAVGKEFNHLEKRIENLNKKVDDGFLDIWTYNAELLVLLENERTLDYHDSNVKNLYEKVRSQLKNNAKEIGNGCFEFYHKCDNTCMESVKNGT.... The pIC50 is 4.0. The compound is Cc1c(O)c(=O)[nH]c2ccccc12.